From a dataset of hERG potassium channel inhibition data for cardiac toxicity prediction from Karim et al.. Regression/Classification. Given a drug SMILES string, predict its toxicity properties. Task type varies by dataset: regression for continuous values (e.g., LD50, hERG inhibition percentage) or binary classification for toxic/non-toxic outcomes (e.g., AMES mutagenicity, cardiotoxicity, hepatotoxicity). Dataset: herg_karim. (1) The compound is CS(=O)(=O)N(CC(=O)NCC1CC1)c1cc(C(F)(F)F)ccc1Cl. The result is 0 (non-blocker). (2) The compound is O=c1cc(CN2CCOCC2)occ1OCCCCCSc1ccnc2cc(C(F)(F)F)ccc12. The result is 0 (non-blocker). (3) The result is 1 (blocker). The molecule is Cn1c(SCCCN2CC3CCN(c4ccccc4)C3C2)nnc1C1CCOCC1.